From a dataset of Reaction yield outcomes from USPTO patents with 853,638 reactions. Predict the reaction yield, written as a fraction of the theoretical maximum amount of product (1.0 means a 100% yield; for example, 0.34 means a 34% yield). (1) The reactants are [CH3:1][O:2][C:3]1[CH:4]=[C:5]2[C:10](=[CH:11][CH:12]=1)[N:9]=[CH:8][CH:7]=[CH:6]2.C([O-])=O.[NH4+]. The catalyst is CO.[Pd]. The product is [CH3:1][O:2][C:3]1[CH:4]=[C:5]2[C:10](=[CH:11][CH:12]=1)[NH:9][CH2:8][CH2:7][CH2:6]2. The yield is 0.890. (2) The reactants are ClC1C=C(NN=C(Cl)S(C)(=O)=O)C=CC=1.IC1C=CC(N2CCC=C(N3CCOCC3)C2=O)=CC=1.C(N(CC)CC)C.[Cl:43][C:44]1[CH:45]=[C:46]([N:50]2[C:54]3(N4CCOCC4)[C:55](=[O:66])[N:56]([C:59]4[CH:64]=[CH:63][C:62]([I:65])=[CH:61][CH:60]=4)[CH2:57][CH2:58][CH:53]3[C:52]([S:73]([CH3:76])(=[O:75])=[O:74])=[N:51]2)[CH:47]=[CH:48][CH:49]=1. The catalyst is C1(C)C=CC=CC=1. The product is [Cl:43][C:44]1[CH:45]=[C:46]([N:50]2[C:54]3[C:55](=[O:66])[N:56]([C:59]4[CH:60]=[CH:61][C:62]([I:65])=[CH:63][CH:64]=4)[CH2:57][CH2:58][C:53]=3[C:52]([S:73]([CH3:76])(=[O:75])=[O:74])=[N:51]2)[CH:47]=[CH:48][CH:49]=1. The yield is 0.640. (3) The reactants are [C:1]([O:5][C:6]([N:8]1[C:16]2[C:11](=[CH:12][CH:13]=[C:14]([O:17][Si:18]([C:21]([CH3:24])([CH3:23])[CH3:22])([CH3:20])[CH3:19])[CH:15]=2)[C:10]([N:25]2C(=O)C3C(=CC=CC=3)C2=O)=[N:9]1)=[O:7])([CH3:4])([CH3:3])[CH3:2].NN.C(Cl)Cl.CC(C)=O. The catalyst is C1COCC1. The product is [C:1]([O:5][C:6]([N:8]1[C:16]2[C:11](=[CH:12][CH:13]=[C:14]([O:17][Si:18]([C:21]([CH3:24])([CH3:23])[CH3:22])([CH3:19])[CH3:20])[CH:15]=2)[C:10]([NH2:25])=[N:9]1)=[O:7])([CH3:4])([CH3:2])[CH3:3]. The yield is 0.910. (4) The reactants are [CH2:1]([N:4]([CH2:15][CH:16]=[CH2:17])[S:5]([C:8]1[CH:13]=[CH:12][C:11]([CH3:14])=[CH:10][CH:9]=1)(=[O:7])=[O:6])C=C. The catalyst is [PH4+].C(Cl)Cl. The product is [C:11]1([CH3:14])[CH:10]=[CH:9][C:8]([S:5]([N:4]2[CH2:1][CH:17]=[CH:16][CH2:15]2)(=[O:6])=[O:7])=[CH:13][CH:12]=1. The yield is 0.995. (5) The reactants are C([Li])CCC.Br[C:7]1[CH:8]=[C:9]2[C:14](=[CH:15][CH:16]=1)[N:13]=[CH:12][CH:11]=[CH:10]2.CN(C)[CH:19]=[O:20].[Cl-].[NH4+]. The catalyst is C(OCC)C. The product is [N:13]1[C:14]2[C:9](=[CH:8][C:7]([CH:19]=[O:20])=[CH:16][CH:15]=2)[CH:10]=[CH:11][CH:12]=1. The yield is 0.0850.